This data is from Full USPTO retrosynthesis dataset with 1.9M reactions from patents (1976-2016). The task is: Predict the reactants needed to synthesize the given product. (1) Given the product [CH3:1][C:2]1[CH:7]=[CH:6][C:5]([S:26][C:22]2[CH:21]=[C:20]([CH3:19])[CH:25]=[CH:24][CH:23]=2)=[C:4]([N+:16]([O-:18])=[O:17])[CH:3]=1, predict the reactants needed to synthesize it. The reactants are: [CH3:1][C:2]1[CH:7]=[CH:6][C:5](OS(C(F)(F)F)(=O)=O)=[C:4]([N+:16]([O-:18])=[O:17])[CH:3]=1.[CH3:19][C:20]1[CH:21]=[C:22]([SH:26])[CH:23]=[CH:24][CH:25]=1. (2) Given the product [O:21]=[C:12]1[NH:11][C:10]([NH:7][CH2:6][CH:2]2[CH2:3][CH2:4][CH2:5][O:1]2)=[N:15][CH:14]=[C:13]1[C:16]([O:18][CH2:19][CH3:20])=[O:17], predict the reactants needed to synthesize it. The reactants are: [O:1]1[CH2:5][CH2:4][CH2:3][CH:2]1[CH2:6][NH2:7].CS[C:10]1[NH:11][C:12](=[O:21])[C:13]([C:16]([O:18][CH2:19][CH3:20])=[O:17])=[CH:14][N:15]=1. (3) Given the product [F:32][CH:20]([F:19])[O:21][C:22]1[CH:23]=[CH:24][C:25]([S:28]([NH:5][C:4]2[CH:6]=[CH:7][C:8]([C:9]3[C:10]4[CH:17]=[C:16]([CH3:18])[NH:15][C:11]=4[N:12]=[CH:13][N:14]=3)=[C:2]([F:1])[CH:3]=2)(=[O:30])=[O:29])=[CH:26][CH:27]=1, predict the reactants needed to synthesize it. The reactants are: [F:1][C:2]1[CH:3]=[C:4]([CH:6]=[CH:7][C:8]=1[C:9]1[C:10]2[CH:17]=[C:16]([CH3:18])[NH:15][C:11]=2[N:12]=[CH:13][N:14]=1)[NH2:5].[F:19][CH:20]([F:32])[O:21][C:22]1[CH:27]=[CH:26][C:25]([S:28](Cl)(=[O:30])=[O:29])=[CH:24][CH:23]=1. (4) Given the product [Cl:14][C:15]1[CH:16]=[C:17]2[C:21](=[CH:22][CH:23]=1)[N:20]([S:2]([C:5]1[CH:6]=[C:7]([CH:11]=[CH:12][CH:13]=1)[C:8]([OH:10])=[O:9])(=[O:4])=[O:3])[CH2:19][CH2:18]2, predict the reactants needed to synthesize it. The reactants are: Cl[S:2]([C:5]1[CH:6]=[C:7]([CH:11]=[CH:12][CH:13]=1)[C:8]([OH:10])=[O:9])(=[O:4])=[O:3].[Cl:14][C:15]1[CH:16]=[C:17]2[C:21](=[CH:22][CH:23]=1)[NH:20][CH2:19][CH2:18]2.